This data is from Catalyst prediction with 721,799 reactions and 888 catalyst types from USPTO. The task is: Predict which catalyst facilitates the given reaction. (1) Reactant: [NH3:1].[CH3:2][N:3]([CH:11]1[CH2:16][CH2:15][CH:14]([O:17][C:18]2[C:29]3[C:28]4[C@@H:27]([CH2:30][CH:31]=O)[CH2:26][CH2:25][C:24]=4[S:23][C:22]=3[N:21]=[CH:20][N:19]=2)[CH2:13][CH2:12]1)[C:4](=[O:10])[O:5][C:6]([CH3:9])([CH3:8])[CH3:7].[C-:33]#[N:34].[Na+].[NH4+].[Cl-]. Product: [NH2:1][CH:31]([C:33]#[N:34])[CH2:30][C@H:27]1[CH2:26][CH2:25][C:24]2[S:23][C:22]3[N:21]=[CH:20][N:19]=[C:18]([O:17][CH:14]4[CH2:15][CH2:16][CH:11]([N:3]([CH3:2])[C:4](=[O:10])[O:5][C:6]([CH3:9])([CH3:7])[CH3:8])[CH2:12][CH2:13]4)[C:29]=3[C:28]1=2. The catalyst class is: 5. (2) Reactant: [Cl:1][C:2]1[CH:7]=[CH:6][C:5]([S:8]([N:11]2[CH:20]([CH2:21][CH3:22])[CH2:19][C:14]3([O:18][CH2:17][CH2:16][O:15]3)[CH2:13][CH:12]2[CH2:23][OH:24])(=[O:10])=[O:9])=[CH:4][CH:3]=1.C(N(CC)CC)C.N#N.[CH3:34][N:35]([CH3:39])[C:36](Cl)=[O:37]. Product: [CH3:34][N:35]([CH3:39])[C:36](=[O:37])[O:24][CH2:23][CH:12]1[N:11]([S:8]([C:5]2[CH:6]=[CH:7][C:2]([Cl:1])=[CH:3][CH:4]=2)(=[O:10])=[O:9])[CH:20]([CH2:21][CH3:22])[CH2:19][C:14]2([O:18][CH2:17][CH2:16][O:15]2)[CH2:13]1. The catalyst class is: 79.